Dataset: Full USPTO retrosynthesis dataset with 1.9M reactions from patents (1976-2016). Task: Predict the reactants needed to synthesize the given product. (1) Given the product [ClH:1].[CH2:2]([N:9]1[C:10](=[O:25])[C@@H:11]2[C@@H:15]([CH2:14][NH:13][CH2:12]2)[C:16]1=[O:17])[C:3]1[CH:4]=[CH:5][CH:6]=[CH:7][CH:8]=1, predict the reactants needed to synthesize it. The reactants are: [ClH:1].[CH2:2]([N:9]1[C:16](=[O:17])[C@@H:15]2[C@@H:11]([CH2:12][N:13](CC3C=CC=CC=3)[CH2:14]2)[C:10]1=[O:25])[C:3]1[CH:8]=[CH:7][CH:6]=[CH:5][CH:4]=1.N#N. (2) The reactants are: [N+:1]([C:4]1[CH:5]=[C:6]([S:10]([CH2:13][CH2:14][OH:15])(=[O:12])=[O:11])[CH:7]=[CH:8][CH:9]=1)([O-:3])=[O:2].[CH3:16][S:17](Cl)(=[O:19])=[O:18]. Given the product [CH3:16][S:17]([O:15][CH2:14][CH2:13][S:10]([C:6]1[CH:7]=[CH:8][CH:9]=[C:4]([N+:1]([O-:3])=[O:2])[CH:5]=1)(=[O:12])=[O:11])(=[O:19])=[O:18], predict the reactants needed to synthesize it. (3) Given the product [ClH:1].[Cl:13][C:12]1[C:2]([Cl:1])=[CH:3][C:4]2[CH:5]3[CH2:14][CH:9]([CH2:8][NH:7][CH2:6]3)[C:10]=2[CH:11]=1, predict the reactants needed to synthesize it. The reactants are: [Cl:1][C:2]1[C:12]([Cl:13])=[CH:11][C:10]2[CH:9]3[CH2:14][CH:5]([CH2:6][N:7](C(=O)C(F)(F)F)[CH2:8]3)[C:4]=2[CH:3]=1. (4) Given the product [CH3:13][C:10]1[CH:11]=[CH:12][C:7]([C:15]2[N:20]=[CH:19][CH:18]=[CH:17][N:16]=2)=[N:8][CH:9]=1, predict the reactants needed to synthesize it. The reactants are: C([Li])CCC.Br[C:7]1[CH:12]=[CH:11][C:10]([CH3:13])=[CH:9][N:8]=1.Br[C:15]1[N:20]=[CH:19][CH:18]=[CH:17][N:16]=1.CO. (5) Given the product [F:24][C:25]1[C:26]([O:38][CH2:39][CH2:40][C:41]2[CH:46]=[CH:45][CH:44]=[CH:43][CH:42]=2)=[C:27]2[C:31](=[CH:32][CH:33]=1)[N:30]([CH3:34])[CH:29]=[C:28]2[CH2:35][CH2:36][N:8]([CH3:9])[CH3:1], predict the reactants needed to synthesize it. The reactants are: [CH2:1]([NH:8][CH2:9]CC1C2C(=CC=C(F)C=2OC)N(C)C=1)C1C=CC=CC=1.[F:24][C:25]1[C:26]([O:38][CH2:39][CH2:40][C:41]2[CH:46]=[CH:45][CH:44]=[CH:43][CH:42]=2)=[C:27]2[C:31](=[CH:32][CH:33]=1)[N:30]([CH3:34])[CH:29]=[C:28]2[CH2:35][CH2:36]O. (6) The reactants are: [C:1]([O:4][CH2:5][C:6]([NH:38][C:39](=[O:41])[CH3:40])([CH2:33][O:34][C:35](=[O:37])[CH3:36])[CH2:7][CH2:8][C:9]1[CH:14]=[CH:13][C:12]([C:15]2[C:24]3[C:19](=[C:20]([O:25]CC4C=CC=CC=4)[CH:21]=[CH:22][CH:23]=3)[CH:18]=[CH:17][CH:16]=2)=[CH:11][CH:10]=1)(=[O:3])[CH3:2]. Given the product [C:35]([O:34][CH2:33][C:6]([NH:38][C:39](=[O:41])[CH3:40])([CH2:5][O:4][C:1](=[O:3])[CH3:2])[CH2:7][CH2:8][C:9]1[CH:14]=[CH:13][C:12]([C:15]2[C:24]3[C:19](=[C:20]([OH:25])[CH:21]=[CH:22][CH:23]=3)[CH:18]=[CH:17][CH:16]=2)=[CH:11][CH:10]=1)(=[O:37])[CH3:36], predict the reactants needed to synthesize it. (7) Given the product [C:4]([C:8]1[CH:9]=[C:10]([C:17]2[CH:18]=[N:19][C:20]([C:23]([F:26])([F:25])[F:24])=[CH:21][CH:22]=2)[C:11]([OH:16])=[C:12]([CH:15]=1)[CH:13]=[N:2][OH:3])([CH3:7])([CH3:6])[CH3:5], predict the reactants needed to synthesize it. The reactants are: Cl.[NH2:2][OH:3].[C:4]([C:8]1[CH:9]=[C:10]([C:17]2[CH:18]=[N:19][C:20]([C:23]([F:26])([F:25])[F:24])=[CH:21][CH:22]=2)[C:11]([OH:16])=[C:12]([CH:15]=1)[CH:13]=O)([CH3:7])([CH3:6])[CH3:5].C([O-])(=O)C.[Na+]. (8) Given the product [CH3:1][O:2][C:3]1[N:8]=[CH:7][C:6]([N:9]2[C:13]([C:14]3[CH:15]=[CH:16][CH:17]=[CH:18][CH:19]=3)=[CH:12][C:11]([C:20]([N:29]3[CH2:30][CH2:31][CH2:32][CH2:33][CH:28]3[CH2:27][CH2:26][N:23]=[N+:24]=[N-:25])=[O:22])=[N:10]2)=[CH:5][CH:4]=1, predict the reactants needed to synthesize it. The reactants are: [CH3:1][O:2][C:3]1[N:8]=[CH:7][C:6]([N:9]2[C:13]([C:14]3[CH:19]=[CH:18][CH:17]=[CH:16][CH:15]=3)=[CH:12][C:11]([C:20]([OH:22])=O)=[N:10]2)=[CH:5][CH:4]=1.[N:23]([CH2:26][CH2:27][CH:28]1[CH2:33][CH2:32][CH2:31][CH2:30][NH:29]1)=[N+:24]=[N-:25].ON1C2C=CC=CC=2N=N1.Cl.CN(C)CCCN=C=NCC.